This data is from Forward reaction prediction with 1.9M reactions from USPTO patents (1976-2016). The task is: Predict the product of the given reaction. (1) The product is: [CH3:1][O:2][C:3]1[CH:4]=[C:5]2[C:10](=[CH:11][CH:12]=1)[CH:9]=[C:8]([CH:20]=[CH2:21])[CH:7]=[CH:6]2. Given the reactants [CH3:1][O:2][C:3]1[CH:4]=[C:5]2[C:10](=[CH:11][CH:12]=1)[CH:9]=[C:8](Br)[CH:7]=[CH:6]2.C(=O)([O-])[O-].[K+].[K+].[CH2:20](P(C12CC3CC(CC(C3)C1)C2)C12CC3CC(CC(C3)C1)C2)[CH2:21]CC, predict the reaction product. (2) The product is: [CH2:19]([N:21]1[C:2]2=[N:9][CH:8]=[C:7]([N+:10]([O-:12])=[O:11])[CH:6]=[C:3]2[C:4]([NH2:5])=[N:22]1)[CH3:20]. Given the reactants Cl[C:2]1[N:9]=[CH:8][C:7]([N+:10]([O-:12])=[O:11])=[CH:6][C:3]=1[C:4]#[N:5].C(O)(=O)C(O)=O.[CH2:19]([NH:21][NH2:22])[CH3:20].C([O-])([O-])=O.[K+].[K+], predict the reaction product. (3) Given the reactants N(C(OC(C)C)=O)=NC(OC(C)C)=O.[NH:15]1[C:20]2[CH:21]=[CH:22][CH:23]=[CH:24][C:19]=2[C:18](=[O:25])[O:17][C:16]1=[O:26].[C:27]1(P([C:28]2[CH:29]=[CH:30]C=[CH:32][CH:27]=2)[C:28]2[CH:29]=[CH:30]C=[CH:32][CH:27]=2)[CH:32]=C[CH:30]=[CH:29][CH:28]=1.C(O)CCC#C, predict the reaction product. The product is: [CH2:30]([N:15]1[C:20]2[CH:21]=[CH:22][CH:23]=[CH:24][C:19]=2[C:18](=[O:25])[O:17][C:16]1=[O:26])[CH2:29][CH2:28][C:27]#[CH:32]. (4) Given the reactants [CH3:1][C:2]1[C:7]([CH3:8])=[CH:6][CH:5]=[CH:4][C:3]=1[C:9]1[CH:10]=[C:11]([C:14]([O:16]CC)=O)[NH:12][CH:13]=1.ClC1C=CC=CC=1C1C=C(C(OC)=O)[NH:29][N:30]=1, predict the reaction product. The product is: [CH3:1][C:2]1[C:7]([CH3:8])=[CH:6][CH:5]=[CH:4][C:3]=1[C:9]1[CH:10]=[C:11]([C:14]([NH:29][NH2:30])=[O:16])[NH:12][CH:13]=1. (5) Given the reactants [H-].[Na+].COP([CH2:9][C:10]([O:12][CH2:13][C:14]1[CH:19]=[CH:18][CH:17]=[CH:16][CH:15]=1)=[O:11])(OC)=O.O[CH:21]1[CH2:30][CH2:29][C:28]2[C:23](=[CH:24][CH:25]=[CH:26][CH:27]=2)[N:22]1[C:31]([O:33][C:34]([CH3:37])([CH3:36])[CH3:35])=[O:32], predict the reaction product. The product is: [CH2:13]([O:12][C:10](=[O:11])[CH2:9][CH:21]1[CH2:30][CH2:29][C:28]2[C:23](=[CH:24][CH:25]=[CH:26][CH:27]=2)[N:22]1[C:31]([O:33][C:34]([CH3:37])([CH3:36])[CH3:35])=[O:32])[C:14]1[CH:15]=[CH:16][CH:17]=[CH:18][CH:19]=1. (6) Given the reactants [OH:1][C@@H:2]1[CH2:19][CH2:18][C@@:17]2([CH3:20])[C:4](=[CH:5][CH2:6][C@@H:7]3[C@@H:16]2[CH2:15][CH2:14][C@@:12]2([CH3:13])[C@H:8]3[CH2:9][CH2:10][C:11]2=[O:21])[CH2:3]1.[CH3:22][Si:23]([CH3:30])([CH3:29])N[Si:23]([CH3:30])([CH3:29])[CH3:22].S1(C2C(=CC=CC=2)C(=O)N1)(=O)=O, predict the reaction product. The product is: [CH3:22][Si:23]([CH3:30])([CH3:29])[O:1][C@@H:2]1[CH2:19][CH2:18][C@@:17]2([CH3:20])[C:4](=[CH:5][CH2:6][C@@H:7]3[C@@H:16]2[CH2:15][CH2:14][C@@:12]2([CH3:13])[C@H:8]3[CH2:9][CH2:10][C:11]2=[O:21])[CH2:3]1. (7) Given the reactants [F:1][C:2]1[CH:9]=[CH:8][CH:7]=[CH:6][C:3]=1[CH2:4]Cl.[OH:10][C:11]1[CH:18]=[CH:17][C:14]([CH:15]=[O:16])=[CH:13][CH:12]=1.[OH-].[Na+], predict the reaction product. The product is: [F:1][C:2]1[CH:9]=[CH:8][CH:7]=[CH:6][C:3]=1[CH2:4][O:10][C:11]1[CH:18]=[CH:17][C:14]([CH:15]=[O:16])=[CH:13][CH:12]=1.